This data is from Peptide-MHC class I binding affinity with 185,985 pairs from IEDB/IMGT. The task is: Regression. Given a peptide amino acid sequence and an MHC pseudo amino acid sequence, predict their binding affinity value. This is MHC class I binding data. (1) The peptide sequence is PLTNQRYRV. The MHC is HLA-A02:01 with pseudo-sequence HLA-A02:01. The binding affinity (normalized) is 0.0847. (2) The peptide sequence is FPVRPQVPV. The MHC is HLA-B35:01 with pseudo-sequence HLA-B35:01. The binding affinity (normalized) is 0.588. (3) The peptide sequence is SEINNLNLT. The MHC is HLA-A11:01 with pseudo-sequence HLA-A11:01. The binding affinity (normalized) is 0.0847. (4) The peptide sequence is KSAFYQSYL. The MHC is HLA-A25:01 with pseudo-sequence HLA-A25:01. The binding affinity (normalized) is 0.0847. (5) The peptide sequence is TQFGVPFVL. The MHC is HLA-B40:01 with pseudo-sequence HLA-B40:01. The binding affinity (normalized) is 0.508.